The task is: Regression/Classification. Given a drug SMILES string, predict its absorption, distribution, metabolism, or excretion properties. Task type varies by dataset: regression for continuous measurements (e.g., permeability, clearance, half-life) or binary classification for categorical outcomes (e.g., BBB penetration, CYP inhibition). Dataset: cyp3a4_veith.. This data is from CYP3A4 inhibition data for predicting drug metabolism from PubChem BioAssay. (1) The molecule is CNc1cc(NS(=O)(=O)c2ccc(N)cc2)nc(NC)n1. The result is 1 (inhibitor). (2) The compound is CS(=O)(=O)N1CCC2(CCN(C(=O)Nc3cccc(C#N)c3)CC2)CC1. The result is 0 (non-inhibitor). (3) The molecule is CCN1CCN(c2ccc(NC(=O)C(C)C)cc2Cl)CC1. The result is 0 (non-inhibitor). (4) The molecule is CCc1ccc(NC(=O)C2CCN(S(=O)(=O)c3c(C)[nH]c(=O)[nH]c3=O)CC2)cc1. The result is 0 (non-inhibitor). (5) The compound is CCOC(=O)c1cnn(-c2cc(Oc3ccccc3)ncn2)c1N. The result is 0 (non-inhibitor). (6) The drug is C[C@H](N)c1cccc(Cl)c1Cl. The result is 1 (inhibitor). (7) The drug is Cn1c(=O)c(-c2cccs2)nc2cnc(OCc3ccccc3)nc21. The result is 0 (non-inhibitor).